This data is from Forward reaction prediction with 1.9M reactions from USPTO patents (1976-2016). The task is: Predict the product of the given reaction. (1) The product is: [CH3:18][C:17]1([CH3:23])[O:1][C@H:2]([C@H:6]([CH2:10][CH:11]([CH3:13])[CH3:12])[C:7]([OH:9])=[O:8])[C:3](=[O:5])[O:4]1. Given the reactants [OH:1][C@H:2]([CH:6]([CH2:10][CH:11]([CH3:13])[CH3:12])[C:7]([OH:9])=[O:8])[C:3]([OH:5])=[O:4].S(O)([C:17]1[CH:23]=CC(C)=C[CH:18]=1)(=O)=O.O, predict the reaction product. (2) Given the reactants Cl[C:2]1[N:3]=[N+:4]([O-:15])[C:5]2[CH:11]=[C:10]3[O:12][CH2:13][CH2:14][C:9]3=[CH:8][C:6]=2[N:7]=1.[N:16]1([CH2:22][CH2:23][CH2:24][NH2:25])[CH2:21][CH2:20][O:19][CH2:18][CH2:17]1, predict the reaction product. The product is: [N:16]1([CH2:22][CH2:23][CH2:24][NH:25][C:2]2[N:3]=[N+:4]([O-:15])[C:5]3[CH:11]=[C:10]4[O:12][CH2:13][CH2:14][C:9]4=[CH:8][C:6]=3[N:7]=2)[CH2:21][CH2:20][O:19][CH2:18][CH2:17]1. (3) Given the reactants [CH3:1][C:2]([CH3:7])([CH3:6])[CH2:3][CH:4]=O.N1CCCC1.O.C1(C)C=CC([S:20](O)(=O)=O)=CC=1.[N:25]#[C:26][NH2:27], predict the reaction product. The product is: [C:2]([C:3]1[S:20][C:26]([NH2:27])=[N:25][CH:4]=1)([CH3:7])([CH3:6])[CH3:1]. (4) Given the reactants [Cl:1][C:2]1[CH:3]=[C:4]([C:16]([NH:18][C@H:19]([C:21]2[CH:29]=[CH:28][C:24]([C:25]([OH:27])=[O:26])=[CH:23][CH:22]=2)[CH3:20])=[O:17])[C:5](OC2C=CC=C(F)C=2)=[N:6][CH:7]=1.[Cl:30][C:31]1[CH:32]=[C:33]([OH:38])[CH:34]=[C:35]([Cl:37])[CH:36]=1, predict the reaction product. The product is: [Cl:1][C:2]1[CH:3]=[C:4]([C:16]([NH:18][C@H:19]([C:21]2[CH:29]=[CH:28][C:24]([C:25]([OH:27])=[O:26])=[CH:23][CH:22]=2)[CH3:20])=[O:17])[C:5]([O:38][C:33]2[CH:32]=[C:31]([Cl:30])[CH:36]=[C:35]([Cl:37])[CH:34]=2)=[N:6][CH:7]=1. (5) Given the reactants [CH3:1][C:2]1[CH:3]=[C:4]([CH:7]=[CH:8][N:9]=1)[C:5]#[N:6].Cl.[NH2:11][OH:12].C([O-])(O)=O.[Na+], predict the reaction product. The product is: [OH:12][NH:11][C:5](=[NH:6])[C:4]1[CH:7]=[CH:8][N:9]=[C:2]([CH3:1])[CH:3]=1. (6) Given the reactants [CH3:1][CH:2]1[CH2:6][CH2:5][CH2:4][N:3]1[CH2:7][CH2:8][CH2:9][O:10][C:11]1[CH:16]=[CH:15][C:14]([C:17]2[S:18][C:19]3[CH2:20][N:21]([C:26](=[O:32])[CH2:27][C:28]([O:30]C)=[O:29])[CH2:22][CH2:23][C:24]=3[N:25]=2)=[CH:13][CH:12]=1.[OH-].[K+:34], predict the reaction product. The product is: [CH3:1][CH:2]1[CH2:6][CH2:5][CH2:4][N:3]1[CH2:7][CH2:8][CH2:9][O:10][C:11]1[CH:16]=[CH:15][C:14]([C:17]2[S:18][C:19]3[CH2:20][N:21]([C:26](=[O:32])[CH2:27][C:28]([O-:30])=[O:29])[CH2:22][CH2:23][C:24]=3[N:25]=2)=[CH:13][CH:12]=1.[K+:34].